From a dataset of HIV replication inhibition screening data with 41,000+ compounds from the AIDS Antiviral Screen. Binary Classification. Given a drug SMILES string, predict its activity (active/inactive) in a high-throughput screening assay against a specified biological target. (1) The compound is C=C1CCOC2(C(O)C(C)(O)CO)NC(=O)C1(O)NC2=O. The result is 0 (inactive). (2) The drug is COC(=O)C(CCCNC(=N)N[N+](=O)[O-])NC(=O)C(Cc1ccccc1)NC(=O)C1CCCN1C(=O)OCc1ccccc1. The result is 0 (inactive). (3) The drug is CCN(CC)CCSc1c2cc(OC)ccc2nc2ccc(OC)cc12. The result is 0 (inactive). (4) The compound is N#Cc1nc(C#N)n(S(=O)(=O)c2ccccc2)c1NS(=O)(=O)c1ccccc1. The result is 0 (inactive). (5) The molecule is COc1ccc(C(C#N)NC23CC4CC(CC(C4)C2)C3)cc1OC. The result is 0 (inactive).